Dataset: Peptide-MHC class I binding affinity with 185,985 pairs from IEDB/IMGT. Task: Regression. Given a peptide amino acid sequence and an MHC pseudo amino acid sequence, predict their binding affinity value. This is MHC class I binding data. (1) The binding affinity (normalized) is 0. The peptide sequence is SIEQNLTDT. The MHC is HLA-A02:01 with pseudo-sequence HLA-A02:01. (2) The peptide sequence is YSLAGSSPF. The binding affinity (normalized) is 0.763. The MHC is HLA-B35:01 with pseudo-sequence HLA-B35:01. (3) The peptide sequence is SRYWAIRTR. The MHC is HLA-B27:05 with pseudo-sequence HLA-B27:05. The binding affinity (normalized) is 0.728. (4) The peptide sequence is KVLSIMAFIL. The MHC is HLA-A02:01 with pseudo-sequence HLA-A02:01. The binding affinity (normalized) is 0.587. (5) The peptide sequence is YVAGITLTH. The MHC is HLA-A02:03 with pseudo-sequence HLA-A02:03. The binding affinity (normalized) is 0.0847. (6) The peptide sequence is VYAYPSGEK. The MHC is HLA-B15:01 with pseudo-sequence HLA-B15:01. The binding affinity (normalized) is 0.0847. (7) The peptide sequence is GSEEIKSLF. The MHC is HLA-B38:01 with pseudo-sequence HLA-B38:01. The binding affinity (normalized) is 0.0847. (8) The peptide sequence is YREGRDQL. The MHC is Mamu-B08 with pseudo-sequence Mamu-B08. The binding affinity (normalized) is 0.267.